Dataset: Catalyst prediction with 721,799 reactions and 888 catalyst types from USPTO. Task: Predict which catalyst facilitates the given reaction. Reactant: CC1C(C2C=C(NC(=O)C)C(=O)NC=2)=C(C)[O:4]N=1.N1C2C(=C(CO)C=CC=2)C=C1.[C:30]1([P:36]([C:43]2[CH:48]=[CH:47][CH:46]=[CH:45][CH:44]=2)[C:37]2[CH:42]=[CH:41][CH:40]=[CH:39][CH:38]=2)[CH:35]=[CH:34][CH:33]=[CH:32][CH:31]=1.N(C(OC(C)C)=O)=NC(OC(C)C)=O. Product: [P:36]([C:30]1[CH:31]=[CH:32][CH:33]=[CH:34][CH:35]=1)([C:37]1[CH:42]=[CH:41][CH:40]=[CH:39][CH:38]=1)([C:43]1[CH:44]=[CH:45][CH:46]=[CH:47][CH:48]=1)=[O:4]. The catalyst class is: 7.